Dataset: Catalyst prediction with 721,799 reactions and 888 catalyst types from USPTO. Task: Predict which catalyst facilitates the given reaction. (1) Reactant: Br[C:2]1[CH:3]=[N:4][C:5]2[N:6]([N:8]=[C:9]([C:21]3[CH:26]=[CH:25][CH:24]=[CH:23][CH:22]=3)[C:10]=2[CH2:11][N:12]2[CH2:16][CH:15]([CH2:17][CH2:18][CH3:19])[CH2:14][C:13]2=[O:20])[CH:7]=1.[O-:27]P([O-])([O-])=O.[K+].[K+].[K+]. Product: [OH:27][C:2]1[CH:3]=[N:4][C:5]2[N:6]([N:8]=[C:9]([C:21]3[CH:26]=[CH:25][CH:24]=[CH:23][CH:22]=3)[C:10]=2[CH2:11][N:12]2[CH2:16][CH:15]([CH2:17][CH2:18][CH3:19])[CH2:14][C:13]2=[O:20])[CH:7]=1. The catalyst class is: 522. (2) Reactant: [OH-:1].[Na+].O.O.O.O.[Cl-:7].[In+3:8].[Cl-].[Cl-].O.O.O.O.O.[Sn:16]([Cl:20])([Cl:19])([Cl:18])[Cl:17].[Sn](Cl)(Cl)(Cl)[Cl:22].[Cl-].[In+3].[Cl-].[Cl-]. Product: [Sn:16]([Cl:20])([Cl:19])([Cl:18])[Cl:17].[Cl-:22].[In+3:8].[Cl-:7].[Cl-:17].[OH-:1]. The catalyst class is: 6.